The task is: Regression. Given a peptide amino acid sequence and an MHC pseudo amino acid sequence, predict their binding affinity value. This is MHC class I binding data.. This data is from Peptide-MHC class I binding affinity with 185,985 pairs from IEDB/IMGT. The peptide sequence is EYRKILRQR. The MHC is HLA-A31:01 with pseudo-sequence HLA-A31:01. The binding affinity (normalized) is 0.323.